Dataset: Catalyst prediction with 721,799 reactions and 888 catalyst types from USPTO. Task: Predict which catalyst facilitates the given reaction. (1) Reactant: [NH2:1][C:2]1[CH:3]=[C:4]([N:9]([CH3:25])[C:10]2[N:15]=[C:14]3[S:16][C:17]([NH:19][C:20]([CH:22]4[CH2:24][CH2:23]4)=[O:21])=[N:18][C:13]3=[CH:12][CH:11]=2)[CH:5]=[CH:6][C:7]=1[F:8].[N:26]([C:29]1[CH:34]=[CH:33][C:32]([C:35]([F:38])([F:37])[F:36])=[CH:31][CH:30]=1)=[C:27]=[O:28]. Product: [F:8][C:7]1[CH:6]=[CH:5][C:4]([N:9]([CH3:25])[C:10]2[N:15]=[C:14]3[S:16][C:17]([NH:19][C:20]([CH:22]4[CH2:23][CH2:24]4)=[O:21])=[N:18][C:13]3=[CH:12][CH:11]=2)=[CH:3][C:2]=1[NH:1][C:27](=[O:28])[NH:26][C:29]1[CH:34]=[CH:33][C:32]([C:35]([F:36])([F:38])[F:37])=[CH:31][CH:30]=1. The catalyst class is: 42. (2) The catalyst class is: 2. Product: [C:34]([O:38][C:39](=[O:48])[N:40]([C@@H:41]1[CH2:46][CH2:45][CH2:44][N:43]([CH2:32][C:3]2[C:2]([Cl:1])=[C:11]3[C:6]([C:7](=[O:26])[N:8]([CH2:13][C:14]4[CH:19]=[C:18]([Cl:20])[CH:17]=[CH:16][C:15]=4[S:21]([CH2:24][CH3:25])(=[O:22])=[O:23])[C:9](=[O:12])[NH:10]3)=[CH:5][C:4]=2[O:27][C:28]([F:30])([F:31])[F:29])[CH2:42]1)[CH3:47])([CH3:37])([CH3:36])[CH3:35]. Reactant: [Cl:1][C:2]1[C:3]([CH:32]=O)=[C:4]([O:27][C:28]([F:31])([F:30])[F:29])[CH:5]=[C:6]2[C:11]=1[NH:10][C:9](=[O:12])[N:8]([CH2:13][C:14]1[CH:19]=[C:18]([Cl:20])[CH:17]=[CH:16][C:15]=1[S:21]([CH2:24][CH3:25])(=[O:23])=[O:22])[C:7]2=[O:26].[C:34]([O:38][C:39](=[O:48])[N:40]([CH3:47])[C@@H:41]1[CH2:46][CH2:45][CH2:44][NH:43][CH2:42]1)([CH3:37])([CH3:36])[CH3:35]. (3) Reactant: [CH3:1][C:2]1[CH:26]=[C:25]([C:27]([N:29]2[CH2:35][CH2:34][CH2:33][CH2:32][C:31]3[CH:36]=[CH:37][CH:38]=[CH:39][C:30]2=3)=[O:28])[CH:24]=[CH:23][C:3]=1[CH2:4][NH:5][C:6]([N:8]1[C:17]2[C:12](=[CH:13][CH:14]=[CH:15][C:16]=2[F:18])[N:11]([CH2:19][CH2:20][OH:21])[C:10](=[O:22])[CH2:9]1)=[O:7].CC(OI1(OC(C)=O)(OC(C)=O)OC(=O)C2C=CC=CC1=2)=O. Product: [CH3:1][C:2]1[CH:26]=[C:25]([C:27]([N:29]2[CH2:35][CH2:34][CH2:33][CH2:32][C:31]3[CH:36]=[CH:37][CH:38]=[CH:39][C:30]2=3)=[O:28])[CH:24]=[CH:23][C:3]=1[CH2:4][NH:5][C:6]([N:8]1[C:17]2[C:12](=[CH:13][CH:14]=[CH:15][C:16]=2[F:18])[N:11]([CH2:19][CH:20]=[O:21])[C:10](=[O:22])[CH2:9]1)=[O:7]. The catalyst class is: 4. (4) Reactant: [C:1]1([O:7][CH3:8])[CH:6]=[CH:5][CH:4]=[CH:3][CH:2]=1.[Cl-].[Al+3].[Cl-].[Cl-].[Cl:13][C:14]1[CH:22]=[CH:21][C:20]([I:23])=[CH:19][C:15]=1[C:16](Cl)=O.C[SiH](O)C.C[Si](C)(C)C.C[Si](O)(C)C. Product: [Cl:13][C:14]1[CH:22]=[CH:21][C:20]([I:23])=[CH:19][C:15]=1[CH2:16][C:4]1[CH:5]=[CH:6][C:1]([O:7][CH3:8])=[CH:2][CH:3]=1. The catalyst class is: 46. (5) Reactant: [N:1]([C@@H:4]([CH2:8][CH2:9][CH2:10][CH2:11][CH2:12][C:13](=[O:15])[CH3:14])[C:5]([OH:7])=O)=[N+:2]=[N-:3].CCN(C(C)C)C(C)C.C1CN([P+](ON2N=NC3C=CC=CC2=3)(N2CCCC2)N2CCCC2)CC1.F[P-](F)(F)(F)(F)F.[Cl-].[C:59]1([C:65]2[NH:66][C:67]3[C:72]([C:73]=2[CH2:74][CH2:75][NH3+:76])=[CH:71][CH:70]=[CH:69][CH:68]=3)[CH:64]=[CH:63][CH:62]=[CH:61][CH:60]=1. Product: [N:1]([C@@H:4]([CH2:8][CH2:9][CH2:10][CH2:11][CH2:12][C:13](=[O:15])[CH3:14])[C:5]([NH:76][CH2:75][CH2:74][C:73]1[C:72]2[C:67](=[CH:68][CH:69]=[CH:70][CH:71]=2)[NH:66][C:65]=1[C:59]1[CH:64]=[CH:63][CH:62]=[CH:61][CH:60]=1)=[O:7])=[N+:2]=[N-:3]. The catalyst class is: 2. (6) Reactant: [C:1]([C:4]1[C:5]2[S:15][CH:14]=[CH:13][C:6]=2[N:7]([CH2:9][C:10]([OH:12])=O)[N:8]=1)(=[O:3])[NH2:2].Cl.[Cl:17][C:18]1[CH:23]=[CH:22][CH:21]=[CH:20][C:19]=1[C:24]1[CH:29]=[CH:28][CH:27]=[C:26]([NH:30][C:31]([C@@H:33]2[CH2:37][C@@H:36]([F:38])[CH2:35][NH:34]2)=[O:32])[C:25]=1[F:39].CN(C(ON1N=NC2C=CC=NC1=2)=[N+](C)C)C.F[P-](F)(F)(F)(F)F.CCN(C(C)C)C(C)C. Product: [Cl:17][C:18]1[CH:23]=[CH:22][CH:21]=[CH:20][C:19]=1[C:24]1[CH:29]=[CH:28][CH:27]=[C:26]([NH:30][C:31]([C@@H:33]2[CH2:37][C@@H:36]([F:38])[CH2:35][N:34]2[C:10](=[O:12])[CH2:9][N:7]2[C:6]3[CH:13]=[CH:14][S:15][C:5]=3[C:4]([C:1]([NH2:2])=[O:3])=[N:8]2)=[O:32])[C:25]=1[F:39]. The catalyst class is: 3. (7) Reactant: [CH3:1][C:2](=[O:7])[CH2:3][C:4](=O)[CH3:5].COC(OC)[N:11]([CH3:13])C.O1CCCC1.Cl.[C:22]([NH:26]N)([CH3:25])([CH3:24])[CH3:23]. Product: [C:22]([N:26]1[C:4]([CH3:5])=[C:3]([C:2](=[O:7])[CH3:1])[CH:13]=[N:11]1)([CH3:25])([CH3:24])[CH3:23]. The catalyst class is: 69. (8) Reactant: [CH3:1][N:2]1[C:6]2[CH:7]=[CH:8][CH:9]=[CH:10][C:5]=2[N:4]([CH2:11][CH2:12][CH2:13][N:14]2[CH2:41][CH2:40][C:17]3([N:21]([C:22]4[CH:27]=[CH:26][CH:25]=[CH:24][CH:23]=4)[CH2:20][N:19]([CH2:28][C:29]4[CH:30]=[C:31]([CH:36]=[CH:37][CH:38]=4)[C:32]([O:34]C)=[O:33])[C:18]3=[O:39])[CH2:16][CH2:15]2)[C:3]1=[O:42].[OH-].[Li+].CO. Product: [CH3:1][N:2]1[C:6]2[CH:7]=[CH:8][CH:9]=[CH:10][C:5]=2[N:4]([CH2:11][CH2:12][CH2:13][N:14]2[CH2:15][CH2:16][C:17]3([N:21]([C:22]4[CH:27]=[CH:26][CH:25]=[CH:24][CH:23]=4)[CH2:20][N:19]([CH2:28][C:29]4[CH:30]=[C:31]([CH:36]=[CH:37][CH:38]=4)[C:32]([OH:34])=[O:33])[C:18]3=[O:39])[CH2:40][CH2:41]2)[C:3]1=[O:42]. The catalyst class is: 6. (9) Product: [C:46]([C:42]1[CH:41]=[C:40]([C:2]2[C:3]([C@@H:8]([NH:18][C:19](=[O:31])[CH2:20][C:21]3[C:29]4[C:24](=[CH:25][CH:26]=[C:27]([OH:30])[CH:28]=4)[NH:23][CH:22]=3)[CH2:9][C:10]3[CH:11]=[C:12]([F:17])[CH:13]=[C:14]([F:16])[CH:15]=3)=[N:4][CH:5]=[CH:6][CH:7]=2)[CH:45]=[CH:44][N:43]=1)#[N:47]. The catalyst class is: 584. Reactant: Br[C:2]1[C:3]([C@@H:8]([NH:18][C:19](=[O:31])[CH2:20][C:21]2[C:29]3[C:24](=[CH:25][CH:26]=[C:27]([OH:30])[CH:28]=3)[NH:23][CH:22]=2)[CH2:9][C:10]2[CH:15]=[C:14]([F:16])[CH:13]=[C:12]([F:17])[CH:11]=2)=[N:4][CH:5]=[CH:6][CH:7]=1.CC1(C)C(C)(C)OB([C:40]2[CH:45]=[CH:44][N:43]=[C:42]([C:46]#[N:47])[CH:41]=2)O1.C(=O)([O-])[O-].[K+].[K+].C1(P(C2CCCCC2)C2CCCCC2)CCCCC1. (10) Reactant: [CH3:1][CH:2]([CH3:6])[C:3](=O)[CH3:4].BrBr.C([O-])(=O)C.[Na+].[C:14]1([CH2:20][CH2:21][NH:22][C:23]([NH2:25])=[S:24])[CH:19]=[CH:18][CH:17]=[CH:16][CH:15]=1.C(=O)([O-])O.[Na+]. Product: [CH:2]([C:3]1[N:25]=[C:23]([NH:22][CH2:21][CH2:20][C:14]2[CH:19]=[CH:18][CH:17]=[CH:16][CH:15]=2)[S:24][CH:4]=1)([CH3:6])[CH3:1]. The catalyst class is: 5.